This data is from Full USPTO retrosynthesis dataset with 1.9M reactions from patents (1976-2016). The task is: Predict the reactants needed to synthesize the given product. (1) Given the product [CH3:37][C:38]1[N:30]([CH2:29][C:26]2[CH:25]=[CH:24][C:23]([C:18]3[C:17]([C:15]([OH:14])=[O:16])=[CH:22][CH:21]=[CH:20][CH:19]=3)=[CH:28][CH:27]=2)[C:31]2[C:43]([C:33]=1[CH3:34])=[CH:18][C:17]([C:15](=[O:14])[NH:7][CH2:6][C:5]1[CH:8]=[CH:9][C:2]([CH3:1])=[CH:3][CH:4]=1)=[CH:42][CH:32]=2, predict the reactants needed to synthesize it. The reactants are: [CH3:1][C:2]1[CH:9]=[CH:8][C:5]([CH2:6][NH2:7])=[CH:4][CH:3]=1.C([O:14][C:15]([C:17]1[CH:22]=[CH:21][CH:20]=[CH:19][C:18]=1[C:23]1[CH:28]=[CH:27][C:26]([CH2:29][N:30]2[C:38]3[C:33](=[CH:34]C(C(O)=O)=C[CH:37]=3)[C:32]([CH3:42])=[C:31]2[CH3:43])=[CH:25][CH:24]=1)=[O:16])(C)(C)C. (2) Given the product [CH3:30][S:27]([C:24]1[N:23]=[CH:22][C:21]([O:20][C:16]2[CH:17]=[C:18]3[C:13](=[C:14]([O:31][CH:32]4[CH2:37][CH2:36][O:35][CH2:34][CH2:33]4)[CH:15]=2)[NH:12][C:11]([C:9]2[S:10][CH:6]([CH2:5][CH2:4][OH:3])[CH2:7][N:8]=2)=[CH:19]3)=[CH:26][CH:25]=1)(=[O:28])=[O:29], predict the reactants needed to synthesize it. The reactants are: C([O:3][C:4](=O)[CH2:5][CH:6]1[S:10][C:9]([C:11]2[NH:12][C:13]3[C:18]([CH:19]=2)=[CH:17][C:16]([O:20][C:21]2[CH:22]=[N:23][C:24]([S:27]([CH3:30])(=[O:29])=[O:28])=[CH:25][CH:26]=2)=[CH:15][C:14]=3[O:31][CH:32]2[CH2:37][CH2:36][O:35][CH2:34][CH2:33]2)=[N:8][CH2:7]1)C.[BH4-].[Li+].O. (3) Given the product [Cl:1][C:2]1[CH:10]=[CH:9][CH:8]=[CH:7][C:3]=1[C:4]([N:13]([CH2:11][CH3:12])[CH2:14][C:15]([CH2:21][NH:22][C:23]1[CH:31]=[C:30]([CH3:32])[CH:29]=[C:28]2[C:24]=1[CH:25]=[N:26][N:27]2[C:33]1[CH:34]=[CH:35][C:36]([F:39])=[CH:37][CH:38]=1)([OH:20])[C:16]([F:17])([F:19])[F:18])=[O:6], predict the reactants needed to synthesize it. The reactants are: [Cl:1][C:2]1[CH:10]=[CH:9][CH:8]=[CH:7][C:3]=1[C:4]([OH:6])=O.[CH2:11]([NH:13][CH2:14][C:15]([CH2:21][NH:22][C:23]1[CH:31]=[C:30]([CH3:32])[CH:29]=[C:28]2[C:24]=1[CH:25]=[N:26][N:27]2[C:33]1[CH:38]=[CH:37][C:36]([F:39])=[CH:35][CH:34]=1)([OH:20])[C:16]([F:19])([F:18])[F:17])[CH3:12]. (4) Given the product [F:29][CH:28]([F:30])[CH2:27][O:1][C@H:2]1[CH2:6][N:5]([C:7]([O:9][CH2:10][C:11]2[CH:12]=[CH:13][CH:14]=[CH:15][CH:16]=2)=[O:8])[CH:4]([C:17]([O:19][CH3:20])=[O:18])[CH2:3]1, predict the reactants needed to synthesize it. The reactants are: [OH:1][C@H:2]1[CH2:6][N:5]([C:7]([O:9][CH2:10][C:11]2[CH:16]=[CH:15][CH:14]=[CH:13][CH:12]=2)=[O:8])[CH:4]([C:17]([O:19][CH3:20])=[O:18])[CH2:3]1.FC(F)(F)S(O[CH2:27][CH:28]([F:30])[F:29])(=O)=O.[H-].[Na+]. (5) Given the product [Br:19][C:16]1[CH:15]=[CH:14][C:13]([C@@H:11]([N:7]2[CH2:6][CH2:5][C:4]([CH2:1][CH2:2][CH2:3][OH:27])([CH:20]([CH3:22])[CH3:21])[O:9][C:8]2=[O:10])[CH3:12])=[CH:18][CH:17]=1, predict the reactants needed to synthesize it. The reactants are: [CH2:1]([C:4]1([CH:20]([CH3:22])[CH3:21])[O:9][C:8](=[O:10])[N:7]([C@H:11]([C:13]2[CH:18]=[CH:17][C:16]([Br:19])=[CH:15][CH:14]=2)[CH3:12])[CH2:6][CH2:5]1)[CH:2]=[CH2:3].B.C1C[O:27]CC1. (6) Given the product [S:11]([N:8]1[C:5]2=[N:6][CH:7]=[C:2]([C:21]([O:29][CH3:28])=[O:22])[N:3]=[C:4]2[CH:10]=[CH:9]1)([C:14]1[CH:20]=[CH:19][C:17]([CH3:18])=[CH:16][CH:15]=1)(=[O:13])=[O:12], predict the reactants needed to synthesize it. The reactants are: Br[C:2]1[N:3]=[C:4]2[CH:10]=[CH:9][N:8]([S:11]([C:14]3[CH:20]=[CH:19][C:17]([CH3:18])=[CH:16][CH:15]=3)(=[O:13])=[O:12])[C:5]2=[N:6][CH:7]=1.[CH3:21][OH:22].[C]=O.CN([CH:28]=[O:29])C.